This data is from Reaction yield outcomes from USPTO patents with 853,638 reactions. The task is: Predict the reaction yield, written as a fraction of the theoretical maximum amount of product (1.0 means a 100% yield; for example, 0.34 means a 34% yield). (1) The reactants are [Cl:1][C:2]1[CH:3]=[C:4]([C@H:9]2[CH2:13][CH2:12][N:11]([C@H:14]3[CH2:18][CH2:17][N:16]([C:19]4[CH:24]=[CH:23][CH:22]=[CH:21][CH:20]=4)[C:15]3=[O:25])[CH2:10]2)[CH:5]=[C:6]([Cl:8])[CH:7]=1.[Cl:26][S:27](O)(=[O:29])=[O:28].C([O-])(O)=O.[Na+]. The catalyst is ClCCCl. The product is [Cl:1][C:2]1[CH:3]=[C:4]([C@H:9]2[CH2:13][CH2:12][N:11]([C@H:14]3[CH2:18][CH2:17][N:16]([C:19]4[CH:20]=[CH:21][C:22]([S:27]([Cl:26])(=[O:29])=[O:28])=[CH:23][CH:24]=4)[C:15]3=[O:25])[CH2:10]2)[CH:5]=[C:6]([Cl:8])[CH:7]=1. The yield is 0.880. (2) The reactants are [CH3:1][O:2][C:3]([C:5]1[CH:6]=[C:7]([CH:11]=[CH:12][CH:13]=1)[C:8](O)=[O:9])=[O:4]. The catalyst is C1COCC1.CCOC(C)=O. The product is [OH:9][CH2:8][C:7]1[CH:6]=[C:5]([CH:13]=[CH:12][CH:11]=1)[C:3]([O:2][CH3:1])=[O:4]. The yield is 0.840. (3) The reactants are [C:1]1([C:7]2[N:8]([CH2:16][C:17]3[CH:26]=[CH:25][C:20]([C:21](OC)=[O:22])=[CH:19][CH:18]=3)[C:9]3[C:14]([CH:15]=2)=[CH:13][CH:12]=[CH:11][CH:10]=3)[CH:6]=[CH:5][CH:4]=[CH:3][CH:2]=1.[H-].C([Al+]CC(C)C)C(C)C.C(O)(=O)CC(CC(O)=O)(C(O)=O)O. The catalyst is O1CCCC1.C1(C)C=CC=CC=1. The product is [C:1]1([C:7]2[N:8]([CH2:16][C:17]3[CH:18]=[CH:19][C:20]([CH2:21][OH:22])=[CH:25][CH:26]=3)[C:9]3[C:14]([CH:15]=2)=[CH:13][CH:12]=[CH:11][CH:10]=3)[CH:2]=[CH:3][CH:4]=[CH:5][CH:6]=1. The yield is 0.880. (4) The reactants are [O:1]1[CH:5]=[CH:4][CH:3]=[C:2]1[CH:6](O)[C:7]([OH:9])=[O:8].C[C:12](C)(C)[C:13]([O-])([O-:15])[O-:14].C(O)(=O)CCCCC. The catalyst is C1C2C(CCCC2)CCC1. The product is [C:13]([CH2:12][C:3]1[CH:4]=[CH:5][O:1][C:2]=1[CH2:6][C:7]([OH:9])=[O:8])([OH:15])=[O:14]. The yield is 0.540. (5) The reactants are [CH3:1][O:2][C:3]1[CH:40]=[C:39]([O:41][CH3:42])[CH:38]=[CH:37][C:4]=1[CH2:5][N:6]([C:31]1[CH:36]=[CH:35][N:34]=[CH:33][N:32]=1)[S:7]([C:10]1[CH:15]=[C:14]([F:16])[C:13]([O:17][C@H:18]2[CH2:22][C@H:21]([OH:23])[CH2:20][C@@H:19]2[C:24]2[N:28]([CH3:29])[N:27]=[CH:26][CH:25]=2)=[CH:12][C:11]=1[F:30])(=[O:9])=[O:8].S(OC)(O[CH3:47])(=O)=O.[H-].[Na+]. The catalyst is C1COCC1. The product is [CH3:1][O:2][C:3]1[CH:40]=[C:39]([O:41][CH3:42])[CH:38]=[CH:37][C:4]=1[CH2:5][N:6]([C:31]1[CH:36]=[CH:35][N:34]=[CH:33][N:32]=1)[S:7]([C:10]1[CH:15]=[C:14]([F:16])[C:13]([O:17][C@H:18]2[CH2:22][C@H:21]([O:23][CH3:47])[CH2:20][C@@H:19]2[C:24]2[N:28]([CH3:29])[N:27]=[CH:26][CH:25]=2)=[CH:12][C:11]=1[F:30])(=[O:8])=[O:9]. The yield is 0.530. (6) The reactants are [CH3:1][CH:2]1[CH2:6][CH2:5][CH2:4][N:3]1[CH2:7][CH2:8][CH2:9][O:10][C:11]1[CH:16]=[CH:15][C:14]([C:17]2[S:18][C:19]3[CH:25](O)[CH2:24][CH2:23][CH2:22][C:20]=3[N:21]=2)=[CH:13][CH:12]=1.C(N(CC)CC)C.CS(Cl)(=O)=O.[NH:39]1[CH2:44][CH2:43][CH2:42][CH2:41][CH2:40]1.[OH-].[K+]. The catalyst is ClCCl.CO. The product is [CH3:1][CH:2]1[CH2:6][CH2:5][CH2:4][N:3]1[CH2:7][CH2:8][CH2:9][O:10][C:11]1[CH:16]=[CH:15][C:14]([C:17]2[S:18][C:19]3[CH:25]([N:39]4[CH2:44][CH2:43][CH2:42][CH2:41][CH2:40]4)[CH2:24][CH2:23][CH2:22][C:20]=3[N:21]=2)=[CH:13][CH:12]=1. The yield is 0.290.